Dataset: Reaction yield outcomes from USPTO patents with 853,638 reactions. Task: Predict the reaction yield, written as a fraction of the theoretical maximum amount of product (1.0 means a 100% yield; for example, 0.34 means a 34% yield). (1) The reactants are [Br:1][C:2]1[C:3]([O:9][CH3:10])=[N:4][C:5](Cl)=[N:6][CH:7]=1.[I-:11].[Na+]. The catalyst is I. The product is [Br:1][C:2]1[C:3]([O:9][CH3:10])=[N:4][C:5]([I:11])=[N:6][CH:7]=1. The yield is 0.160. (2) The reactants are S(Cl)(Cl)=O.[Br:5][C:6]1[CH:7]=[N:8][CH:9]=[C:10]([CH:14]=1)[C:11]([OH:13])=[O:12].[CH2:15](O)[CH3:16]. No catalyst specified. The product is [Br:5][C:6]1[CH:7]=[N:8][CH:9]=[C:10]([CH:14]=1)[C:11]([O:13][CH2:15][CH3:16])=[O:12]. The yield is 0.820. (3) The reactants are C([O:3][C:4](=[O:20])[CH2:5][C:6]([NH:8][C:9]1[S:10][C:11]([C:14]2[CH:19]=[CH:18][CH:17]=[CH:16][CH:15]=2)=[CH:12][N:13]=1)=[O:7])C.CO.C1COCC1.O[Li].O. The catalyst is O. The product is [C:14]1([C:11]2[S:10][C:9]([NH:8][C:6](=[O:7])[CH2:5][C:4]([OH:20])=[O:3])=[N:13][CH:12]=2)[CH:15]=[CH:16][CH:17]=[CH:18][CH:19]=1. The yield is 0.870. (4) The reactants are [NH2:1][CH:2]([C:5]1[CH:10]=[C:9]([CH3:11])[CH:8]=[CH:7][C:6]=1[F:12])[CH2:3][OH:4].C(N(CC)CC)C.[CH3:20][C:21]([O:24][C:25](O[C:25]([O:24][C:21]([CH3:23])([CH3:22])[CH3:20])=[O:26])=[O:26])([CH3:23])[CH3:22]. The catalyst is C1COCC1. The product is [C:21]([O:24][C:25](=[O:26])[NH:1][CH:2]([C:5]1[CH:10]=[C:9]([CH3:11])[CH:8]=[CH:7][C:6]=1[F:12])[CH2:3][OH:4])([CH3:23])([CH3:22])[CH3:20]. The yield is 1.00. (5) The yield is 0.260. The product is [C:26]([C:25]1[C:19]2[O:18][C:17]([CH:13]3[CH2:14][CH2:15][CH2:16][N:11]([C:9]([O:8][CH2:1][C:2]4[CH:3]=[CH:4][CH:5]=[CH:6][CH:7]=4)=[O:10])[CH2:12]3)=[N:21][C:20]=2[CH:22]=[CH:23][CH:24]=1)(=[O:27])[NH2:30]. The catalyst is CO. The reactants are [CH2:1]([O:8][C:9]([N:11]1[CH2:16][CH2:15][CH2:14][CH:13]([C:17]2[O:18][C:19]3[C:25]([C:26](OC)=[O:27])=[CH:24][CH:23]=[CH:22][C:20]=3[N:21]=2)[CH2:12]1)=[O:10])[C:2]1[CH:7]=[CH:6][CH:5]=[CH:4][CH:3]=1.[NH3:30]. (6) The reactants are [NH2:1][C:2]1[N:3]=[C:4]([NH:17][CH:18]2[CH2:23][CH2:22][N:21]([S:24]([CH:27]=[CH2:28])(=[O:26])=[O:25])[CH2:20][CH2:19]2)[S:5][C:6]=1[C:7]([C:9]1[C:14]([F:15])=[CH:13][CH:12]=[CH:11][C:10]=1[F:16])=[O:8].[CH:29]1([CH2:32][NH:33][CH2:34][CH:35]2[CH2:37][CH2:36]2)[CH2:31][CH2:30]1. No catalyst specified. The product is [NH2:1][C:2]1[N:3]=[C:4]([NH:17][CH:18]2[CH2:19][CH2:20][N:21]([S:24]([CH2:27][CH2:28][N:33]([CH2:34][CH:35]3[CH2:37][CH2:36]3)[CH2:32][CH:29]3[CH2:31][CH2:30]3)(=[O:25])=[O:26])[CH2:22][CH2:23]2)[S:5][C:6]=1[C:7]([C:9]1[C:14]([F:15])=[CH:13][CH:12]=[CH:11][C:10]=1[F:16])=[O:8]. The yield is 0.570. (7) The reactants are O=[C:2]1[CH2:7][CH2:6][N:5]([C:8]([O:10][CH2:11][C:12]2[CH:17]=[CH:16][CH:15]=[CH:14][CH:13]=2)=[O:9])[CH2:4][CH2:3]1.[NH:18]1[CH2:22][CH2:21][C@H:20]([OH:23])[CH2:19]1.C(O[BH-](OC(=O)C)OC(=O)C)(=O)C.[Na+].C(O)(=O)C. The catalyst is ClCCCl.[OH-].[Na+]. The product is [OH:23][C@H:20]1[CH2:21][CH2:22][N:18]([CH:2]2[CH2:7][CH2:6][N:5]([C:8]([O:10][CH2:11][C:12]3[CH:17]=[CH:16][CH:15]=[CH:14][CH:13]=3)=[O:9])[CH2:4][CH2:3]2)[CH2:19]1. The yield is 0.980.